This data is from Full USPTO retrosynthesis dataset with 1.9M reactions from patents (1976-2016). The task is: Predict the reactants needed to synthesize the given product. (1) The reactants are: [F:1][C:2]([F:7])([F:6])[C:3]([OH:5])=[O:4].[F:8][C:9]1[CH:14]=[CH:13][CH:12]=[CH:11][C:10]=1[C:15]1[N:20]=[CH:19][C:18]([O:21][CH2:22][C:23]([OH:25])=O)=[CH:17][CH:16]=1.[NH2:26][C:27]1[CH:32]=[CH:31][CH:30]=[CH:29][N:28]=1. Given the product [F:1][C:2]([F:7])([F:6])[C:3]([OH:5])=[O:4].[F:8][C:9]1[CH:14]=[CH:13][CH:12]=[CH:11][C:10]=1[C:15]1[N:20]=[CH:19][C:18]([O:21][CH2:22][C:23]([NH:26][C:27]2[CH:32]=[CH:31][CH:30]=[CH:29][N:28]=2)=[O:25])=[CH:17][CH:16]=1, predict the reactants needed to synthesize it. (2) Given the product [CH2:1]([CH:3]([NH:6][C:14](=[O:15])[O:16][C:17]1[CH:22]=[CH:21][CH:20]=[CH:19][CH:18]=1)[CH2:4][CH3:5])[CH3:2], predict the reactants needed to synthesize it. The reactants are: [CH2:1]([CH:3]([NH2:6])[CH2:4][CH3:5])[CH3:2].N1C=CC=CC=1.Cl[C:14]([O:16][C:17]1[CH:22]=[CH:21][CH:20]=[CH:19][CH:18]=1)=[O:15].O. (3) Given the product [CH2:17]([C:2]1[CH:11]=[CH:10][C:5]2[C:6](=[O:9])[O:7][CH2:8][C:4]=2[C:3]=1[CH2:12][CH2:13][CH3:14])[CH:16]=[CH2:15], predict the reactants needed to synthesize it. The reactants are: Br[C:2]1[CH:11]=[CH:10][C:5]2[C:6](=[O:9])[O:7][CH2:8][C:4]=2[C:3]=1[CH2:12][CH2:13][CH3:14].[CH2:15]([Sn](CCCC)(CCCC)CCCC)[CH:16]=[CH2:17].[Cl-].[Li+]. (4) Given the product [CH2:1]([CH:3]1[CH2:11][C:6]2([O:7][CH2:8][CH2:9][O:10]2)[CH2:5][CH:4]1[C:12]1[N:16]2[C:17]3[CH:23]=[CH:22][NH:21][C:18]=3[N:19]=[CH:20][C:15]2=[N:14][N:13]=1)[CH3:2], predict the reactants needed to synthesize it. The reactants are: [CH2:1]([CH:3]1[CH2:11][C:6]2([O:10][CH2:9][CH2:8][O:7]2)[CH2:5][CH:4]1[C:12]1[N:16]2[C:17]3[CH:23]=[CH:22][N:21](S(C4C=CC(C)=CC=4)(=O)=O)[C:18]=3[N:19]=[CH:20][C:15]2=[N:14][N:13]=1)[CH3:2].